From a dataset of Catalyst prediction with 721,799 reactions and 888 catalyst types from USPTO. Predict which catalyst facilitates the given reaction. Product: [CH3:3][O:4][C:5]([C@@H:7]1[CH2:12][CH2:11][CH2:10][N:9]([C:13]([O:15][C:16]([CH3:19])([CH3:17])[CH3:18])=[O:14])[N:8]1[C:20]([O:22][C:23]([CH3:26])([CH3:25])[CH3:24])=[O:21])=[O:6]. The catalyst class is: 83. Reactant: ClC(Cl)(Cl)[CH2:3][O:4][C:5]([C@@H:7]1[CH2:12][CH2:11][CH2:10][N:9]([C:13]([O:15][C:16]([CH3:19])([CH3:18])[CH3:17])=[O:14])[N:8]1[C:20]([O:22][C:23]([CH3:26])([CH3:25])[CH3:24])=[O:21])=[O:6].[F-].C([N+](CCCC)(CCCC)CCCC)CCC.